Dataset: Catalyst prediction with 721,799 reactions and 888 catalyst types from USPTO. Task: Predict which catalyst facilitates the given reaction. Reactant: [CH2:1](Br)[C:2]1[CH:7]=[CH:6][CH:5]=[CH:4][CH:3]=1.[OH:9][C:10]1[CH:11]=[C:12]([CH:17]=[C:18]([O:20][C@@H:21]([CH3:24])[CH2:22][OH:23])[CH:19]=1)[C:13]([O:15][CH3:16])=[O:14].[C:25](=O)([O-])[O-].[K+].[K+].C(OCC)(=O)C. Product: [OH:23][CH2:22][C@@H:21]([O:20][C:18]1[CH:17]=[C:12]([CH:11]=[C:10]([O:9][CH2:25][CH2:1][C:2]2[CH:7]=[CH:6][CH:5]=[CH:4][CH:3]=2)[CH:19]=1)[C:13]([O:15][CH3:16])=[O:14])[CH3:24]. The catalyst class is: 3.